The task is: Predict which catalyst facilitates the given reaction.. This data is from Catalyst prediction with 721,799 reactions and 888 catalyst types from USPTO. (1) Reactant: [Li]CCCC.N(C(C)C)C(C)C.[Cl:13][C:14]1[CH:19]=[CH:18][C:17]([O:20][C:21]([F:24])([F:23])[F:22])=[CH:16][N:15]=1.CN(C)[CH:27]=[O:28]. Product: [Cl:13][C:14]1[CH:19]=[C:18]([CH:27]=[O:28])[C:17]([O:20][C:21]([F:22])([F:23])[F:24])=[CH:16][N:15]=1. The catalyst class is: 7. (2) The catalyst class is: 5. Product: [CH3:1][C:2]1[CH:6]=[CH:5][S:4][C:3]=1[C:7]([O:9][CH3:10])=[O:8]. Reactant: [CH3:1][C:2]1[CH:6]=[CH:5][S:4][C:3]=1[C:7]([OH:9])=[O:8].[CH2:10]1COCC1.C[Si](C=[N+]=[N-])(C)C. (3) Reactant: [CH:1]([PH:4][CH:5]([CH3:7])[CH3:6])([CH3:3])[CH3:2].CN([CH2:11][C-:12]1[CH:16]=[CH:15][CH:14]=[C:13]1[CH2:17]N(C)C)C.[CH-:21]1[CH:25]=[CH:24][CH:23]=[CH:22]1.[Fe+2:26]. Product: [CH:1]([P:4]([CH2:11][C-:12]1[CH:16]=[CH:15][CH:14]=[C:13]1[CH2:17][P:4]([CH:25]([CH3:24])[CH3:21])[CH:1]([CH3:3])[CH3:2])[CH:5]([CH3:7])[CH3:6])([CH3:3])[CH3:2].[CH-:21]1[CH:25]=[CH:24][CH:23]=[CH:22]1.[Fe+2:26]. The catalyst class is: 15. (4) Reactant: [CH2:1]([O:8][C:9]1[CH:14]=[C:13]([F:15])[C:12](Br)=[CH:11][C:10]=1[F:17])[C:2]1[CH:7]=[CH:6][CH:5]=[CH:4][CH:3]=1.C([Li])CCC.[CH:23]([Si:26]([CH:41]([CH3:43])[CH3:42])([CH:38]([CH3:40])[CH3:39])[N:27]1[C:31]2=[N:32][CH:33]=[CH:34][CH:35]=[C:30]2[C:29]([CH:36]=[O:37])=[CH:28]1)([CH3:25])[CH3:24].O. Product: [CH2:1]([O:8][C:9]1[C:10]([F:17])=[CH:11][C:12]([C:28]2[N:27]([Si:26]([CH:41]([CH3:43])[CH3:42])([CH:38]([CH3:39])[CH3:40])[CH:23]([CH3:25])[CH3:24])[C:31]3=[N:32][CH:33]=[CH:34][CH:35]=[C:30]3[C:29]=2[CH2:36][OH:37])=[C:13]([F:15])[CH:14]=1)[C:2]1[CH:7]=[CH:6][CH:5]=[CH:4][CH:3]=1. The catalyst class is: 365.